Task: Predict the reaction yield, written as a fraction of the theoretical maximum amount of product (1.0 means a 100% yield; for example, 0.34 means a 34% yield).. Dataset: Reaction yield outcomes from USPTO patents with 853,638 reactions (1) The reactants are [CH3:1][C:2]1[CH:7]=[C:6]([CH3:8])[N:5]=[C:4]([N:9]2[CH2:14][CH2:13][O:12][CH2:11][CH2:10]2)[N:3]=1.[Br:15]N1C(=O)CCC1=O. The catalyst is C(OCC)(=O)C.[OH-].[Na+]. The product is [Br:15][C:7]1[C:2]([CH3:1])=[N:3][C:4]([N:9]2[CH2:10][CH2:11][O:12][CH2:13][CH2:14]2)=[N:5][C:6]=1[CH3:8]. The yield is 0.00970. (2) The reactants are [OH:1][C:2]1[CH:23]=[CH:22][C:5]([O:6][CH2:7][CH2:8][N:9]2[CH2:14][CH2:13][C:12]([C:16]3[CH:21]=[CH:20][CH:19]=[CH:18][CH:17]=3)([OH:15])[CH2:11][CH2:10]2)=[CH:4][CH:3]=1.BrCCO[C:28]1[CH:33]=[CH:32][C:31]([OH:34])=[CH:30][CH:29]=1.[OH:35]C1(C2C=CC=CC=2)CCNCC1.CC[N:50]([CH:54](C)C)C(C)C. The catalyst is CC#N.CCOC(C)=O. The product is [OH:15][C:12]1([C:16]2[CH:17]=[CH:18][CH:19]=[CH:20][CH:21]=2)[CH2:11][CH2:10][N:9]([CH2:8][CH2:7][O:6][C:5]2[CH:4]=[CH:3][C:2]([O:1][C:54](=[O:35])[NH:50][C:29]3[CH:28]=[CH:33][CH:32]=[C:31]([OH:34])[CH:30]=3)=[CH:23][CH:22]=2)[CH2:14][CH2:13]1. The yield is 0.770. (3) The reactants are [Cl-].O[NH3+:3].[C:4](=[O:7])([O-])[OH:5].[Na+].CS(C)=O.[CH3:13][C:14]1[N:47]=[C:17]2[N:18]([CH:41]3[CH2:46][CH2:45][O:44][CH2:43][CH2:42]3)[C:19](=[O:40])[C:20]([CH2:25][C:26]3[CH:31]=[CH:30][C:29]([C:32]4[C:33]([C:38]#[N:39])=[CH:34][CH:35]=[CH:36][CH:37]=4)=[CH:28][CH:27]=3)=[C:21]([CH2:22][CH2:23][CH3:24])[N:16]2[N:15]=1. The catalyst is C(OCC)(=O)C. The product is [CH3:13][C:14]1[N:47]=[C:17]2[N:18]([CH:41]3[CH2:42][CH2:43][O:44][CH2:45][CH2:46]3)[C:19](=[O:40])[C:20]([CH2:25][C:26]3[CH:27]=[CH:28][C:29]([C:32]4[CH:37]=[CH:36][CH:35]=[CH:34][C:33]=4[C:38]4[NH:3][C:4](=[O:7])[O:5][N:39]=4)=[CH:30][CH:31]=3)=[C:21]([CH2:22][CH2:23][CH3:24])[N:16]2[N:15]=1. The yield is 0.550.